The task is: Predict the product of the given reaction.. This data is from Forward reaction prediction with 1.9M reactions from USPTO patents (1976-2016). (1) Given the reactants O.C1(C)C=CC(S(O)(=O)=O)=CC=1.[Br:13][C:14]1[C:15]([CH3:37])=[C:16]([C:21]2[C:22](=[O:36])[NH:23][C:24]3([C:34]=2[OH:35])[CH2:33][CH2:32][C:27]2(OCC[O:28]2)[CH2:26][CH2:25]3)[C:17]([CH3:20])=[CH:18][CH:19]=1, predict the reaction product. The product is: [Br:13][C:14]1[C:15]([CH3:37])=[C:16]([C:21]2[C:22](=[O:36])[NH:23][C:24]3([CH2:25][CH2:26][C:27](=[O:28])[CH2:32][CH2:33]3)[C:34]=2[OH:35])[C:17]([CH3:20])=[CH:18][CH:19]=1. (2) Given the reactants [CH3:1][O:2][C:3]1[CH:4]=[C:5]([NH:11][C:12]2[C:13]([NH:22][S:23]([C:26]3[CH:27]=[N:28][CH:29]=[CH:30][CH:31]=3)(=[O:25])=[O:24])=[N:14][C:15]3[C:20]([N:21]=2)=[CH:19][CH:18]=[CH:17][CH:16]=3)[CH:6]=[C:7]([O:9][CH3:10])[CH:8]=1.CS(C)=[O:34].[OH-].[Na+].Cl, predict the reaction product. The product is: [CH3:10][O:9][C:7]1[CH:6]=[C:5]([NH:11][C:12]2[C:13]([NH:22][S:23]([C:26]3[CH:31]=[CH:30][C:29](=[O:34])[NH:28][CH:27]=3)(=[O:24])=[O:25])=[N:14][C:15]3[C:20]([N:21]=2)=[CH:19][CH:18]=[CH:17][CH:16]=3)[CH:4]=[C:3]([O:2][CH3:1])[CH:8]=1. (3) Given the reactants [CH3:1][C:2]([S:5](Cl)=[O:6])([CH3:4])[CH3:3].[Cl:8][C:9]1[CH:16]=[CH:15][C:12]([CH2:13][NH2:14])=[CH:11][C:10]=1[NH:17][C:18]1[N:22]([CH3:23])[C:21]2[CH:24]=[C:25]([N:29]3[CH2:34][CH2:33][CH:32]([C:35]([F:38])([F:37])[F:36])[CH2:31][CH2:30]3)[C:26]([Cl:28])=[CH:27][C:20]=2[N:19]=1.O, predict the reaction product. The product is: [Cl:8][C:9]1[CH:16]=[CH:15][C:12]([CH2:13][NH:14][S:5]([C:2]([CH3:4])([CH3:3])[CH3:1])=[O:6])=[CH:11][C:10]=1[NH:17][C:18]1[N:22]([CH3:23])[C:21]2[CH:24]=[C:25]([N:29]3[CH2:30][CH2:31][CH:32]([C:35]([F:37])([F:36])[F:38])[CH2:33][CH2:34]3)[C:26]([Cl:28])=[CH:27][C:20]=2[N:19]=1.